The task is: Predict the reactants needed to synthesize the given product.. This data is from Full USPTO retrosynthesis dataset with 1.9M reactions from patents (1976-2016). Given the product [CH2:13]([N:20]1[CH2:24][CH2:23][CH:22]([NH2:26])[CH2:21]1)[C:14]1[CH:19]=[CH:18][CH:17]=[CH:16][CH:15]=1, predict the reactants needed to synthesize it. The reactants are: O=C[C@@H]([C@H]([C@@H]([C@@H](CO)O)O)O)O.[CH2:13]([N:20]1[CH2:24][CH2:23][C:22](=O)[CH2:21]1)[C:14]1[CH:19]=[CH:18][CH:17]=[CH:16][CH:15]=1.[NH2:26][C@H](C([O-])=O)CCC([O-])=O.[Na+].[Na+].C1N=C(N)C2N=CN([C@@H]3O[C@H](COP(OP(OC[C@H]4O[C@@H](N5C=C(C(N)=O)CC=C5)[C@H](O)[C@@H]4O)(O)=O)(O)=O)[C@@H](O)[C@H]3O)C=2N=1.CC1N=CC(COP(O)(O)=O)=C(C=O)C=1O.P([O-])([O-])([O-])=O.[K+].[K+].[K+].[OH-].[Na+].